This data is from Full USPTO retrosynthesis dataset with 1.9M reactions from patents (1976-2016). The task is: Predict the reactants needed to synthesize the given product. (1) The reactants are: [CH2:1]([O:3][C:4](=[O:23])[CH2:5][NH:6][C:7]([C:9]1[C:10](=[O:22])[S:11][C:12]2[C:17]([C:18]=1[OH:19])=[CH:16][C:15]([Cl:20])=[CH:14][C:13]=2Br)=[O:8])[CH3:2].[CH3:24][Sn](C)(C)C. Given the product [CH2:1]([O:3][C:4](=[O:23])[CH2:5][NH:6][C:7]([C:9]1[C:10](=[O:22])[S:11][C:12]2[C:17]([C:18]=1[OH:19])=[CH:16][C:15]([Cl:20])=[CH:14][C:13]=2[CH3:24])=[O:8])[CH3:2], predict the reactants needed to synthesize it. (2) Given the product [Cl:1][C:2]1[CH:33]=[CH:32][C:5]([C:6]([NH:8][C:9]2[CH:10]=[CH:11][C:12]([CH2:15][NH:16][C:17]3[C:26]4[C:21](=[CH:22][CH:23]=[C:24]([C:27]([F:29])([F:28])[F:30])[CH:25]=4)[N:20]=[C:19]([NH:39][CH:35]4[CH2:38][CH2:37][CH2:36]4)[N:18]=3)=[CH:13][CH:14]=2)=[O:7])=[CH:4][CH:3]=1, predict the reactants needed to synthesize it. The reactants are: [Cl:1][C:2]1[CH:33]=[CH:32][C:5]([C:6]([NH:8][C:9]2[CH:14]=[CH:13][C:12]([CH2:15][NH:16][C:17]3[C:26]4[C:21](=[CH:22][CH:23]=[C:24]([C:27]([F:30])([F:29])[F:28])[CH:25]=4)[N:20]=[C:19](Cl)[N:18]=3)=[CH:11][CH:10]=2)=[O:7])=[CH:4][CH:3]=1.Cl.[CH:35]1([NH2:39])[CH2:38][CH2:37][CH2:36]1.